From a dataset of Forward reaction prediction with 1.9M reactions from USPTO patents (1976-2016). Predict the product of the given reaction. (1) Given the reactants [Cl:1][C:2]1[CH:3]=[C:4]([CH:8]=[CH:9][CH:10]=1)[C:5](Cl)=[O:6].C[Si]([C:15]([Si](C)(C)C)([C:19]([O-:21])=[O:20])[C:16]([O-:18])=[O:17])(C)C.CCN([CH2:31][CH3:32])CC.[Li+].[Br-].OS(O)(=O)=O.[CH3:40]C#N, predict the reaction product. The product is: [Cl:1][C:2]1[CH:3]=[C:4]([C:5](=[O:6])[CH2:15][C:16]([OH:18])=[O:17])[CH:8]=[CH:9][CH:10]=1.[Cl:1][C:2]1[CH:3]=[C:4]([C:5]2[O:6][C:31]([CH3:32])([CH3:40])[O:21][C:19](=[O:20])[CH:15]=2)[CH:8]=[CH:9][CH:10]=1. (2) Given the reactants [Cl:1][C:2]1[CH:7]=[C:6]([Cl:8])[C:5]([O:9][CH3:10])=[CH:4][C:3]=1[NH:11][C:12]1[C:17]([C:18]#[N:19])=[CH:16][N:15]=[C:14]2[CH:20]=[C:21](I)[S:22][C:13]=12.[CH3:24][N:25]1[CH2:30][CH2:29][N:28]([CH2:31][C:32]#[CH:33])[CH2:27][CH2:26]1.CO, predict the reaction product. The product is: [Cl:1][C:2]1[CH:7]=[C:6]([Cl:8])[C:5]([O:9][CH3:10])=[CH:4][C:3]=1[NH:11][C:12]1[C:17]([C:18]#[N:19])=[CH:16][N:15]=[C:14]2[CH:20]=[C:21]([C:33]#[C:32][CH2:31][N:28]3[CH2:29][CH2:30][N:25]([CH3:24])[CH2:26][CH2:27]3)[S:22][C:13]=12. (3) Given the reactants [NH2:1][CH2:2][O:3][C:4]1[N:9]=[CH:8][CH:7]=[CH:6][N:5]=1.C(=O)([O-])[O-].[K+].[K+].[I-].[Na+].Cl[CH2:19][CH2:20][O:21][CH2:22][CH2:23]Cl, predict the reaction product. The product is: [N:1]1([CH2:2][O:3][C:4]2[N:9]=[CH:8][CH:7]=[CH:6][N:5]=2)[CH2:23][CH2:22][O:21][CH2:20][CH2:19]1.